From a dataset of Forward reaction prediction with 1.9M reactions from USPTO patents (1976-2016). Predict the product of the given reaction. (1) The product is: [CH3:33][O:32][C:28]1[CH:27]=[C:25]([NH:26][C:2]2[CH:7]=[N:6][CH:5]=[C:4]([O:8][C:9]3[CH:14]=[CH:13][CH:12]=[C:11]([C:15]4[CH:20]=[CH:19][CH:18]=[CH:17][CH:16]=4)[CH:10]=3)[N:3]=2)[CH:24]=[C:23]([O:22][CH3:21])[C:29]=1[O:30][CH3:31]. Given the reactants Cl[C:2]1[CH:7]=[N:6][CH:5]=[C:4]([O:8][C:9]2[CH:14]=[CH:13][CH:12]=[C:11]([C:15]3[CH:20]=[CH:19][CH:18]=[CH:17][CH:16]=3)[CH:10]=2)[N:3]=1.[CH3:21][O:22][C:23]1[CH:24]=[C:25]([CH:27]=[C:28]([O:32][CH3:33])[C:29]=1[O:30][CH3:31])[NH2:26], predict the reaction product. (2) Given the reactants C[O:2][C:3](=[O:22])[CH:4]([N:11]1[C:19]2[C:14](=[CH:15][CH:16]=[CH:17][CH:18]=2)[C:13](=[O:20])[C:12]1=[O:21])[CH2:5][CH:6]1[CH2:10][CH2:9][CH2:8][CH2:7]1.O.[OH-].[Li+], predict the reaction product. The product is: [CH:6]1([CH2:5][CH:4]([N:11]2[C:19]3[C:14](=[CH:15][CH:16]=[CH:17][CH:18]=3)[C:13](=[O:20])[C:12]2=[O:21])[C:3]([OH:22])=[O:2])[CH2:10][CH2:9][CH2:8][CH2:7]1. (3) Given the reactants [Cl:1][C:2]1[CH:7]=[C:6]([F:8])[CH:5]=[CH:4][C:3]=1[OH:9].[H-].[Na+].[C:12]([O:16][C:17](=[O:42])[CH2:18][O:19][C:20]1[C:29]2[CH2:28][CH2:27][CH2:26][CH:25]([NH:30][S:31]([C:34]3[CH:35]=[N:36][C:37](Cl)=[C:38]([Br:40])[CH:39]=3)(=[O:33])=[O:32])[C:24]=2[CH:23]=[CH:22][CH:21]=1)([CH3:15])([CH3:14])[CH3:13], predict the reaction product. The product is: [C:12]([O:16][C:17](=[O:42])[CH2:18][O:19][C:20]1[C:29]2[CH2:28][CH2:27][CH2:26][CH:25]([NH:30][S:31]([C:34]3[CH:35]=[N:36][C:37]([O:9][C:3]4[CH:4]=[CH:5][C:6]([F:8])=[CH:7][C:2]=4[Cl:1])=[C:38]([Br:40])[CH:39]=3)(=[O:32])=[O:33])[C:24]=2[CH:23]=[CH:22][CH:21]=1)([CH3:15])([CH3:13])[CH3:14]. (4) Given the reactants [Br:1][C:2]1[C:7]([CH3:8])=[CH:6][C:5]([OH:9])=[CH:4][C:3]=1[CH3:10].[O-]S(C(F)(F)[F:16])(=O)=O.F[N+]1C=CC=CC=1.S([O-])([O-])(=O)=S.[Na+].[Na+], predict the reaction product. The product is: [Br:1][C:2]1[C:7]([CH3:8])=[CH:6][C:5]([OH:9])=[C:4]([F:16])[C:3]=1[CH3:10]. (5) Given the reactants [F:1][C:2]1[CH:7]=[C:6]([F:8])[CH:5]=[CH:4][C:3]=1[C:9]1([CH2:15][CH3:16])[O:13][CH2:12][CH:11]([OH:14])[CH2:10]1.N12CCC(CC1)[CH2:19]N2.Cl[C:26]1[CH:31]=[CH:30][C:29]([S:32](Cl)(=[O:34])=[O:33])=[CH:28][CH:27]=1.[OH-].[Na+].S(Cl)(Cl)(=O)=O, predict the reaction product. The product is: [C:29]1([S:32]([O:14][CH:11]2[CH2:10][C:9]([C:3]3[CH:4]=[CH:5][C:6]([F:8])=[CH:7][C:2]=3[F:1])([CH2:15][CH2:16][CH3:19])[O:13][CH2:12]2)(=[O:34])=[O:33])[CH:30]=[CH:31][CH:26]=[CH:27][CH:28]=1.